This data is from NCI-60 drug combinations with 297,098 pairs across 59 cell lines. The task is: Regression. Given two drug SMILES strings and cell line genomic features, predict the synergy score measuring deviation from expected non-interaction effect. (1) Drug 1: C1=NC2=C(N1)C(=S)N=CN2. Drug 2: CN(CCCl)CCCl.Cl. Cell line: SNB-75. Synergy scores: CSS=38.7, Synergy_ZIP=-8.78, Synergy_Bliss=-2.98, Synergy_Loewe=-4.23, Synergy_HSA=0.0120. (2) Drug 1: CC12CCC3C(C1CCC2=O)CC(=C)C4=CC(=O)C=CC34C. Drug 2: C1=NC2=C(N1)C(=S)N=C(N2)N. Cell line: PC-3. Synergy scores: CSS=52.8, Synergy_ZIP=-2.64, Synergy_Bliss=-2.67, Synergy_Loewe=-8.64, Synergy_HSA=2.14. (3) Drug 1: C1CCC(CC1)NC(=O)N(CCCl)N=O. Drug 2: C1CC(=O)NC(=O)C1N2C(=O)C3=CC=CC=C3C2=O. Cell line: COLO 205. Synergy scores: CSS=2.39, Synergy_ZIP=-8.07, Synergy_Bliss=-9.50, Synergy_Loewe=-18.7, Synergy_HSA=-10.3.